This data is from NCI-60 drug combinations with 297,098 pairs across 59 cell lines. The task is: Regression. Given two drug SMILES strings and cell line genomic features, predict the synergy score measuring deviation from expected non-interaction effect. Drug 1: CCCCCOC(=O)NC1=NC(=O)N(C=C1F)C2C(C(C(O2)C)O)O. Drug 2: C1=NC(=NC(=O)N1C2C(C(C(O2)CO)O)O)N. Cell line: 786-0. Synergy scores: CSS=13.7, Synergy_ZIP=-2.20, Synergy_Bliss=3.25, Synergy_Loewe=-16.9, Synergy_HSA=-1.45.